Dataset: Full USPTO retrosynthesis dataset with 1.9M reactions from patents (1976-2016). Task: Predict the reactants needed to synthesize the given product. (1) Given the product [N+:12]([C:15]1[S:19][C:18]([CH:20]=[N:9][NH:8][C:6](=[O:7])[C:5]2[CH:10]=[CH:11][C:2]([OH:1])=[CH:3][CH:4]=2)=[CH:17][CH:16]=1)([O-:14])=[O:13], predict the reactants needed to synthesize it. The reactants are: [OH:1][C:2]1[CH:11]=[CH:10][C:5]([C:6]([NH:8][NH2:9])=[O:7])=[CH:4][CH:3]=1.[N+:12]([C:15]1[S:19][C:18]([CH:20]=O)=[CH:17][CH:16]=1)([O-:14])=[O:13]. (2) Given the product [Cl:16][C:17]1[CH:22]=[C:21]([C:2]2[CH:3]=[C:4]3[C:8](=[CH:9][CH:10]=2)[NH:7][C:6](=[O:11])[C:5]3([CH2:14][CH3:15])[CH2:12][CH3:13])[CH:20]=[CH:19][CH:18]=1, predict the reactants needed to synthesize it. The reactants are: Br[C:2]1[CH:3]=[C:4]2[C:8](=[CH:9][CH:10]=1)[NH:7][C:6](=[O:11])[C:5]2([CH2:14][CH3:15])[CH2:12][CH3:13].[Cl:16][C:17]1[CH:18]=[C:19](B(O)O)[CH:20]=[CH:21][CH:22]=1.C(=O)([O-])[O-].[K+].[K+]. (3) Given the product [CH3:30][N:31]([CH2:25][CH2:26][C:3]1[CH:4]=[CH:5][C:6]2[C:12]3[C:13]4[CH:14]=[CH:15][CH:16]=[CH:17][C:18]=4[N:10]([S:7](=[O:9])(=[O:8])[C:1]=2[CH:2]=1)[CH:11]=3)[CH3:32], predict the reactants needed to synthesize it. The reactants are: [C:1]1([S:7]([N:10]2[C:18]3[C:13](=[CH:14][CH:15]=[CH:16][C:17]=3Br)[C:12](CCN(C)C)=[CH:11]2)(=[O:9])=[O:8])[CH:6]=[CH:5][CH:4]=[CH:3][CH:2]=1.[C:25]([O-])(=O)[CH3:26].[K+].[CH3:30][N:31](C)[CH:32]=O. (4) Given the product [C:15]1([C:23]2[CH:24]=[CH:25][CH:26]=[CH:27][CH:28]=2)[CH:20]=[CH:19][CH:18]=[CH:17][C:16]=1[CH2:21][N:12]1[CH2:11][CH2:10][N:9]([C:3]2[CH:4]=[CH:5][C:6]([CH3:8])=[CH:7][C:2]=2[CH3:1])[CH2:14][CH2:13]1, predict the reactants needed to synthesize it. The reactants are: [CH3:1][C:2]1[CH:7]=[C:6]([CH3:8])[CH:5]=[CH:4][C:3]=1[N:9]1[CH2:14][CH2:13][NH:12][CH2:11][CH2:10]1.[C:15]1([C:23]2[CH:28]=[CH:27][CH:26]=[CH:25][CH:24]=2)[C:16]([CH:21]=O)=[CH:17][CH:18]=[CH:19][CH:20]=1.[BH-](OC(C)=O)(OC(C)=O)OC(C)=O.[Na+].C1(C2C=CC=CC=2)C=CC=CC=1CN1CCN(C2C=CC=CC=2)CC1. (5) Given the product [C:20]([O:19][C:17](=[O:18])[NH:24][CH:25]([C:27](=[O:28])[NH:1][C:2]1[CH:15]=[CH:14][CH:13]=[CH:12][C:3]=1[C:4](=[O:5])[C:6]1[CH:11]=[CH:10][CH:9]=[CH:8][CH:7]=1)[CH3:26])([CH3:21])([CH3:22])[CH3:23], predict the reactants needed to synthesize it. The reactants are: [NH2:1][C:2]1[CH:15]=[CH:14][C:13](Br)=[CH:12][C:3]=1[C:4]([C:6]1[CH:11]=[CH:10][CH:9]=[CH:8][CH:7]=1)=[O:5].[C:17]([NH:24][C@H:25]([C:27](O)=[O:28])[CH3:26])([O:19][C:20]([CH3:23])([CH3:22])[CH3:21])=[O:18].